This data is from NCI-60 drug combinations with 297,098 pairs across 59 cell lines. The task is: Regression. Given two drug SMILES strings and cell line genomic features, predict the synergy score measuring deviation from expected non-interaction effect. (1) Drug 1: CNC(=O)C1=CC=CC=C1SC2=CC3=C(C=C2)C(=NN3)C=CC4=CC=CC=N4. Drug 2: C1=CC=C(C=C1)NC(=O)CCCCCCC(=O)NO. Cell line: UACC62. Synergy scores: CSS=1.83, Synergy_ZIP=-8.00, Synergy_Bliss=-9.62, Synergy_Loewe=-13.7, Synergy_HSA=-9.42. (2) Drug 1: C1CC(=O)NC(=O)C1N2CC3=C(C2=O)C=CC=C3N. Drug 2: C1C(C(OC1N2C=NC3=C(N=C(N=C32)Cl)N)CO)O. Cell line: T-47D. Synergy scores: CSS=-0.372, Synergy_ZIP=-0.893, Synergy_Bliss=-0.317, Synergy_Loewe=-0.479, Synergy_HSA=-0.495. (3) Drug 2: COC1=CC(=CC(=C1O)OC)C2C3C(COC3=O)C(C4=CC5=C(C=C24)OCO5)OC6C(C(C7C(O6)COC(O7)C8=CC=CS8)O)O. Drug 1: CNC(=O)C1=CC=CC=C1SC2=CC3=C(C=C2)C(=NN3)C=CC4=CC=CC=N4. Cell line: HCC-2998. Synergy scores: CSS=15.3, Synergy_ZIP=-8.32, Synergy_Bliss=-7.60, Synergy_Loewe=-14.2, Synergy_HSA=-6.29. (4) Drug 1: COC1=NC(=NC2=C1N=CN2C3C(C(C(O3)CO)O)O)N. Drug 2: CC1CCCC2(C(O2)CC(NC(=O)CC(C(C(=O)C(C1O)C)(C)C)O)C(=CC3=CSC(=N3)C)C)C. Cell line: NCI-H460. Synergy scores: CSS=55.7, Synergy_ZIP=0.198, Synergy_Bliss=-0.301, Synergy_Loewe=1.55, Synergy_HSA=1.72. (5) Drug 1: C1=NC(=NC(=O)N1C2C(C(C(O2)CO)O)O)N. Drug 2: CN(CCCl)CCCl.Cl. Cell line: EKVX. Synergy scores: CSS=4.21, Synergy_ZIP=-1.19, Synergy_Bliss=3.49, Synergy_Loewe=-0.324, Synergy_HSA=1.40. (6) Drug 1: CN1CCC(CC1)COC2=C(C=C3C(=C2)N=CN=C3NC4=C(C=C(C=C4)Br)F)OC. Drug 2: C1=CN(C(=O)N=C1N)C2C(C(C(O2)CO)O)O.Cl. Cell line: LOX IMVI. Synergy scores: CSS=20.3, Synergy_ZIP=-10.2, Synergy_Bliss=-2.80, Synergy_Loewe=-2.80, Synergy_HSA=-0.976. (7) Drug 1: CN1C2=C(C=C(C=C2)N(CCCl)CCCl)N=C1CCCC(=O)O.Cl. Drug 2: C1=NNC2=C1C(=O)NC=N2. Cell line: RPMI-8226. Synergy scores: CSS=17.4, Synergy_ZIP=-2.29, Synergy_Bliss=-2.00, Synergy_Loewe=5.81, Synergy_HSA=-1.59. (8) Drug 1: CCC1=CC2CC(C3=C(CN(C2)C1)C4=CC=CC=C4N3)(C5=C(C=C6C(=C5)C78CCN9C7C(C=CC9)(C(C(C8N6C)(C(=O)OC)O)OC(=O)C)CC)OC)C(=O)OC.C(C(C(=O)O)O)(C(=O)O)O. Drug 2: C1CCC(CC1)NC(=O)N(CCCl)N=O. Cell line: SK-OV-3. Synergy scores: CSS=50.7, Synergy_ZIP=-1.80, Synergy_Bliss=-1.45, Synergy_Loewe=-20.4, Synergy_HSA=0.106. (9) Drug 1: CC1=C2C(C(=O)C3(C(CC4C(C3C(C(C2(C)C)(CC1OC(=O)C(C(C5=CC=CC=C5)NC(=O)OC(C)(C)C)O)O)OC(=O)C6=CC=CC=C6)(CO4)OC(=O)C)OC)C)OC. Drug 2: C1=CC=C(C(=C1)C(C2=CC=C(C=C2)Cl)C(Cl)Cl)Cl. Cell line: OVCAR-8. Synergy scores: CSS=80.7, Synergy_ZIP=17.8, Synergy_Bliss=14.0, Synergy_Loewe=-12.9, Synergy_HSA=14.4. (10) Drug 2: C1CC(=O)NC(=O)C1N2C(=O)C3=CC=CC=C3C2=O. Cell line: SK-MEL-5. Synergy scores: CSS=50.9, Synergy_ZIP=1.05, Synergy_Bliss=-0.417, Synergy_Loewe=-44.8, Synergy_HSA=-2.33. Drug 1: CC1C(C(CC(O1)OC2CC(OC(C2O)C)OC3=CC4=CC5=C(C(=O)C(C(C5)C(C(=O)C(C(C)O)O)OC)OC6CC(C(C(O6)C)O)OC7CC(C(C(O7)C)O)OC8CC(C(C(O8)C)O)(C)O)C(=C4C(=C3C)O)O)O)O.